Dataset: Peptide-MHC class II binding affinity with 134,281 pairs from IEDB. Task: Regression. Given a peptide amino acid sequence and an MHC pseudo amino acid sequence, predict their binding affinity value. This is MHC class II binding data. (1) The binding affinity (normalized) is 0.246. The peptide sequence is QRMFTREELIHFPEF. The MHC is HLA-DQA10201-DQB10402 with pseudo-sequence HLA-DQA10201-DQB10402. (2) The peptide sequence is QLIYPLISPSFLVYS. The MHC is DRB1_0101 with pseudo-sequence DRB1_0101. The binding affinity (normalized) is 0.594. (3) The binding affinity (normalized) is 0.152. The MHC is HLA-DQA10401-DQB10402 with pseudo-sequence HLA-DQA10401-DQB10402. The peptide sequence is KYMVIQGEPGRVIRG. (4) The peptide sequence is GELQIVDKIDAAFKI. The MHC is DRB1_0101 with pseudo-sequence DRB1_0101. The binding affinity (normalized) is 0.563. (5) The peptide sequence is PIVKDASIQVVSAIR. The MHC is HLA-DPA10201-DPB10101 with pseudo-sequence HLA-DPA10201-DPB10101. The binding affinity (normalized) is 0.539. (6) The peptide sequence is NLALSIKYNKEGDSM. The MHC is DRB1_0405 with pseudo-sequence DRB1_0405. The binding affinity (normalized) is 0.329. (7) The peptide sequence is NNLMMIEQYPYVVIM. The MHC is DRB1_0301 with pseudo-sequence DRB1_0301. The binding affinity (normalized) is 0.375. (8) The peptide sequence is GELQMVDKIDAAFKI. The MHC is DRB1_0401 with pseudo-sequence DRB1_0401. The binding affinity (normalized) is 0.524. (9) The peptide sequence is ALDVWALGLAIFEFV. The binding affinity (normalized) is 0.622. The MHC is DRB1_1501 with pseudo-sequence DRB1_1501. (10) The peptide sequence is SDSNVYDLLKDLEEG. The MHC is DRB1_0401 with pseudo-sequence DRB1_0401. The binding affinity (normalized) is 0.140.